Predict the product of the given reaction. From a dataset of Forward reaction prediction with 1.9M reactions from USPTO patents (1976-2016). (1) Given the reactants [C:1]([C@H:5]1[CH2:10][CH2:9][C@H:8]([O:11][C:12]2[CH:21]=[C:20]([C:22]([F:25])([F:24])[F:23])[C:19]3[C:14](=[CH:15][CH:16]=[CH:17][CH:18]=3)[C:13]=2[CH:26]=O)[CH2:7][CH2:6]1)([CH3:4])([CH3:3])[CH3:2].[NH:28]1[CH2:38][CH2:37][CH:31]([C:32]([O:34][CH2:35][CH3:36])=[O:33])[CH2:30][CH2:29]1.C(O[BH-](OC(=O)C)OC(=O)C)(=O)C.[Na+], predict the reaction product. The product is: [C:1]([C@H:5]1[CH2:10][CH2:9][C@H:8]([O:11][C:12]2[CH:21]=[C:20]([C:22]([F:23])([F:24])[F:25])[C:19]3[C:14](=[CH:15][CH:16]=[CH:17][CH:18]=3)[C:13]=2[CH2:26][N:28]2[CH2:29][CH2:30][CH:31]([C:32]([O:34][CH2:35][CH3:36])=[O:33])[CH2:37][CH2:38]2)[CH2:7][CH2:6]1)([CH3:4])([CH3:3])[CH3:2]. (2) The product is: [CH2:1]([O:3][C:4]([C:6]1[C:7]([O:25][C:26](=[O:28])[CH3:27])=[C:8]2[C:16]([Cl:36])=[CH:15][N:14]([CH2:17][C:18]3[CH:23]=[CH:22][C:21]([F:24])=[CH:20][CH:19]=3)[C:9]2=[C:10]([C:12]#[N:13])[N:11]=1)=[O:5])[CH3:2]. Given the reactants [CH2:1]([O:3][C:4]([C:6]1[C:7]([O:25][C:26](=[O:28])[CH3:27])=[C:8]2[CH:16]=[CH:15][N:14]([CH2:17][C:18]3[CH:23]=[CH:22][C:21]([F:24])=[CH:20][CH:19]=3)[C:9]2=[C:10]([C:12]#[N:13])[N:11]=1)=[O:5])[CH3:2].C1C(=O)N([Cl:36])C(=O)C1, predict the reaction product. (3) The product is: [OH:17][C:13]1[N:12]([CH2:18][C:19]2[CH:24]=[CH:23][CH:22]=[CH:21][C:20]=2[O:25][CH3:26])[C:11](=[O:27])[N:10]([CH2:9][C:4]2[CH:5]=[CH:6][CH:7]=[CH:8][C:3]=2[O:2][CH3:1])[C:15](=[O:16])[C:14]=1[C:34]([NH:33][CH2:52][C:56]([OH:57])=[O:41])=[O:35]. Given the reactants [CH3:1][O:2][C:3]1[CH:8]=[CH:7][CH:6]=[CH:5][C:4]=1[CH2:9][N:10]1[C:15](=[O:16])[CH2:14][C:13](=[O:17])[N:12]([CH2:18][C:19]2[CH:24]=[CH:23][CH:22]=[CH:21][C:20]=2[O:25][CH3:26])[C:11]1=[O:27].COC1C=CC=CC=1C[N:33]=[C:34]=[O:35].C[O:41]C1C=CC=CC=1CN.C([CH:52]([C:56](Cl)=[O:57])C(Cl)=O)C.C1CCN2C(=NCCC2)CC1, predict the reaction product. (4) Given the reactants [CH3:1][C:2]1[N:3]=[C:4]([CH2:7][N:8]2[C:13]3[CH:14]=[C:15]([C:17]4[CH:22]=[CH:21][CH:20]=[CH:19][CH:18]=4)[S:16][C:12]=3[C:11](=[O:23])[N:10]([CH:24]3[CH2:29][CH2:28][N:27](C(OC(C)(C)C)=O)[CH2:26][CH2:25]3)[C:9]2=[O:37])[S:5][CH:6]=1.[ClH:38], predict the reaction product. The product is: [ClH:38].[CH3:1][C:2]1[N:3]=[C:4]([CH2:7][N:8]2[C:13]3[CH:14]=[C:15]([C:17]4[CH:18]=[CH:19][CH:20]=[CH:21][CH:22]=4)[S:16][C:12]=3[C:11](=[O:23])[N:10]([CH:24]3[CH2:29][CH2:28][NH:27][CH2:26][CH2:25]3)[C:9]2=[O:37])[S:5][CH:6]=1. (5) Given the reactants Cl[CH:2]([O:4][C:5]([N:7]1[CH2:12][CH2:11][S:10](=[O:14])(=[O:13])[CH2:9][CH2:8]1)=[O:6])[CH3:3].[Cl:15][C:16]1[C:17]([F:56])=[C:18]([C@@H:22]2[C@:26]([C:29]3[CH:34]=[CH:33][C:32]([Cl:35])=[CH:31][C:30]=3[F:36])([C:27]#[N:28])[C@H:25]([CH2:37][C:38]([CH3:41])([CH3:40])[CH3:39])[NH:24][C@H:23]2[C:42]([NH:44][C:45]2[CH:53]=[CH:52][C:48]([C:49]([OH:51])=[O:50])=[CH:47][C:46]=2[O:54][CH3:55])=[O:43])[CH:19]=[CH:20][CH:21]=1.C(=O)([O-])[O-].[Cs+].[Cs+], predict the reaction product. The product is: [Cl:35][C:32]1[CH:33]=[CH:34][C:29]([C@@:26]2([C:27]#[N:28])[C@H:25]([CH2:37][C:38]([CH3:41])([CH3:40])[CH3:39])[NH:24][C@@H:23]([C:42]([NH:44][C:45]3[CH:53]=[CH:52][C:48]([C:49]([O:51][CH:2]([O:4][C:5]([N:7]4[CH2:12][CH2:11][S:10](=[O:14])(=[O:13])[CH2:9][CH2:8]4)=[O:6])[CH3:3])=[O:50])=[CH:47][C:46]=3[O:54][CH3:55])=[O:43])[C@@H:22]2[C:18]2[CH:19]=[CH:20][CH:21]=[C:16]([Cl:15])[C:17]=2[F:56])=[C:30]([F:36])[CH:31]=1. (6) Given the reactants [C:1]([O:5][C:6]([NH:8][CH:9]([CH2:14][C:15]1[CH:20]=[C:19]([F:21])[C:18]([F:22])=[CH:17][C:16]=1[F:23])[CH2:10][C:11]([OH:13])=O)=[O:7])([CH3:4])([CH3:3])[CH3:2].C1C(C[C@@H](N)CC([N:38]2[CH2:50][C:42]3=[N:43][N:44]=[C:45]([C:46]([F:49])([F:48])[F:47])[N:41]3[CH2:40][CH2:39]2)=O)=C(F)C=C(F)C=1F.O.OP(O)(O)=O.CCN(C(C)C)C(C)C.Cl.FC(F)(F)C1N2CCNCC2=NN=1.ClC1C=C(B(O)O)C=CC=1.C(OC(C)C)(C)C, predict the reaction product. The product is: [C:1]([O:5][C:6](=[O:7])[NH:8][C@@H:9]([CH2:10][C:11](=[O:13])[N:38]1[CH2:39][CH2:40][N:41]2[C:45]([C:46]([F:49])([F:47])[F:48])=[N:44][N:43]=[C:42]2[CH2:50]1)[CH2:14][C:15]1[CH:20]=[C:19]([F:21])[C:18]([F:22])=[CH:17][C:16]=1[F:23])([CH3:2])([CH3:3])[CH3:4]. (7) Given the reactants C(O[C:4](=[O:14])[C:5]([C:8]1[CH:9]=[N:10][CH:11]=[CH:12][CH:13]=1)=[CH:6]O)C.[NH:15]([C:17]1[N:22]=[CH:21][CH:20]=[CH:19][N:18]=1)[NH2:16].[H-].[Na+].Cl, predict the reaction product. The product is: [N:10]1[CH:11]=[CH:12][CH:13]=[C:8]([C:5]2[C:4](=[O:14])[N:15]([C:17]3[N:22]=[CH:21][CH:20]=[CH:19][N:18]=3)[NH:16][CH:6]=2)[CH:9]=1.